Dataset: Peptide-MHC class II binding affinity with 134,281 pairs from IEDB. Task: Regression. Given a peptide amino acid sequence and an MHC pseudo amino acid sequence, predict their binding affinity value. This is MHC class II binding data. (1) The peptide sequence is FLFQRAVAREAIIAL. The MHC is HLA-DQA10102-DQB10602 with pseudo-sequence HLA-DQA10102-DQB10602. The binding affinity (normalized) is 0.622. (2) The peptide sequence is KKLGMLLMTGGVTLVRK. The MHC is DRB3_0301 with pseudo-sequence QEFFIASGAAVDAIMELSFEYYVLQKQNYHVVFT. The binding affinity (normalized) is 0.936. (3) The peptide sequence is QWHKEGSSIGKLFTQ. The MHC is DRB1_0404 with pseudo-sequence DRB1_0404. The binding affinity (normalized) is 0.434. (4) The peptide sequence is LEKISNEIKIVATPD. The MHC is DRB1_0701 with pseudo-sequence DRB1_0701. The binding affinity (normalized) is 0.469. (5) The peptide sequence is IIKGIVNVWKSGILQ. The MHC is DRB1_0101 with pseudo-sequence DRB1_0101. The binding affinity (normalized) is 0.629. (6) The peptide sequence is RPNAQRFGISNYCQI. The MHC is HLA-DPA10201-DPB10501 with pseudo-sequence HLA-DPA10201-DPB10501. The binding affinity (normalized) is 0.224. (7) The peptide sequence is FVVFLVAAALGGLAA. The MHC is DRB5_0101 with pseudo-sequence DRB5_0101. The binding affinity (normalized) is 0.585.